Binary Classification. Given a drug SMILES string, predict its activity (active/inactive) in a high-throughput screening assay against a specified biological target. From a dataset of KCNQ2 potassium channel screen with 302,405 compounds. (1) The drug is S(OCC(O)Cc1ccc(OC)cc1)(=O)(=O)N. The result is 0 (inactive). (2) The molecule is S(=O)(=O)(N1CCC(CC1)C(=O)NCCCOC)CC. The result is 0 (inactive). (3) The compound is Clc1ccc(C(OCCCN(C)C)=O)cc1. The result is 0 (inactive). (4) The compound is n1(c2c(nc1)cc(NCc1ccc(N(C)C)cc1)cc2)CC. The result is 0 (inactive).